The task is: Predict which catalyst facilitates the given reaction.. This data is from Catalyst prediction with 721,799 reactions and 888 catalyst types from USPTO. (1) Reactant: [CH2:1]([O:8][C:9]1[CH:24]=[CH:23][C:12]([CH2:13][NH:14][CH2:15][CH2:16][C:17]2[CH:22]=[CH:21][CH:20]=[CH:19][N:18]=2)=[CH:11][C:10]=1[CH2:25][OH:26])[C:2]1[CH:7]=[CH:6][CH:5]=[CH:4][CH:3]=1.CCN(CC)CC.CN(C=O)C.[C:39]1([CH2:45][CH2:46][CH2:47][CH2:48][C:49](Cl)=[O:50])[CH:44]=[CH:43][CH:42]=[CH:41][CH:40]=1. Product: [CH2:1]([O:8][C:9]1[CH:24]=[CH:23][C:12]([CH2:13][N:14]([CH2:15][CH2:16][C:17]2[CH:22]=[CH:21][CH:20]=[CH:19][N:18]=2)[C:49](=[O:50])[CH2:48][CH2:47][CH2:46][CH2:45][C:39]2[CH:44]=[CH:43][CH:42]=[CH:41][CH:40]=2)=[CH:11][C:10]=1[CH2:25][OH:26])[C:2]1[CH:7]=[CH:6][CH:5]=[CH:4][CH:3]=1. The catalyst class is: 2. (2) The catalyst class is: 59. Product: [CH3:1][N:2]1[C:10]([CH3:11])=[C:9]2[C:4]([CH:5]=[C:6]([NH:12][C:13]3[N:18]=[C:17]([NH:19][CH:20]4[CH2:27][CH:23]5[CH2:24][N:25]([C:32](=[O:33])[CH2:31][C:29]#[N:30])[CH2:26][CH:22]5[CH2:21]4)[C:16]([CH3:28])=[CH:15][N:14]=3)[CH:7]=[CH:8]2)=[N:3]1. Reactant: [CH3:1][N:2]1[C:10]([CH3:11])=[C:9]2[C:4]([CH:5]=[C:6]([NH:12][C:13]3[N:18]=[C:17]([NH:19][CH:20]4[CH2:27][CH:23]5[CH2:24][NH:25][CH2:26][CH:22]5[CH2:21]4)[C:16]([CH3:28])=[CH:15][N:14]=3)[CH:7]=[CH:8]2)=[N:3]1.[C:29]([CH2:31][C:32](O)=[O:33])#[N:30].C1C=NC2N(O)N=NC=2C=1.CCN=C=NCCCN(C)C. (3) Reactant: [CH3:1][C:2]1[CH:7]=[C:6]([CH3:8])[CH:5]=[C:4]([CH3:9])[C:3]=1[N:10]=[C:11]=[O:12].[NH2:13][C:14]1[CH:15]=[C:16]([C:34]2[CH:39]=[C:38]([F:40])[CH:37]=[C:36]([F:41])[CH:35]=2)[CH:17]=[CH:18][C:19]=1[C:20]([NH:22][C@@H:23]([CH:28]1[CH2:33][CH2:32][CH2:31][CH2:30][CH2:29]1)[C:24]([O:26][CH3:27])=[O:25])=[O:21].CCCCCC.C(OCC)(=O)C. Product: [CH:28]1([C@H:23]([NH:22][C:20]([C:19]2[CH:18]=[CH:17][C:16]([C:34]3[CH:39]=[C:38]([F:40])[CH:37]=[C:36]([F:41])[CH:35]=3)=[CH:15][C:14]=2[NH:13][C:11]([NH:10][C:3]2[C:2]([CH3:1])=[CH:7][C:6]([CH3:8])=[CH:5][C:4]=2[CH3:9])=[O:12])=[O:21])[C:24]([O:26][CH3:27])=[O:25])[CH2:33][CH2:32][CH2:31][CH2:30][CH2:29]1. The catalyst class is: 17. (4) Reactant: [F:1][C:2]1[CH:3]=[CH:4][C:5]2[O:9][C:8]([C:10]3[C:19]([N:20]4[C:29]5[C:24](=[CH:25][C:26]([O:30][CH3:31])=[CH:27][CH:28]=5)[CH2:23][CH2:22][CH2:21]4)=[N:18][C:17]4[C:12](=[CH:13][CH:14]=[C:15]([C:32]([O:34]C)=[O:33])[CH:16]=4)[N:11]=3)=[CH:7][C:6]=2[CH:36]=1.[OH-].[Na+]. Product: [F:1][C:2]1[CH:3]=[CH:4][C:5]2[O:9][C:8]([C:10]3[C:19]([N:20]4[C:29]5[C:24](=[CH:25][C:26]([O:30][CH3:31])=[CH:27][CH:28]=5)[CH2:23][CH2:22][CH2:21]4)=[N:18][C:17]4[C:12](=[CH:13][CH:14]=[C:15]([C:32]([OH:34])=[O:33])[CH:16]=4)[N:11]=3)=[CH:7][C:6]=2[CH:36]=1. The catalyst class is: 24. (5) Reactant: Cl[C:2]1[CH:7]=[C:6]([O:8][C:9]2[CH:14]=[CH:13][C:12]([NH2:15])=[C:11]([F:16])[C:10]=2[CH3:17])[CH:5]=[CH:4][N:3]=1.[CH3:18][N:19]1[CH:23]=[C:22](B2OC(C)(C)C(C)(C)O2)[CH:21]=[N:20]1.C([O-])([O-])=O.[Na+].[Na+]. Product: [F:16][C:11]1[C:10]([CH3:17])=[C:9]([O:8][C:6]2[CH:5]=[CH:4][N:3]=[C:2]([C:22]3[CH:21]=[N:20][N:19]([CH3:18])[CH:23]=3)[CH:7]=2)[CH:14]=[CH:13][C:12]=1[NH2:15]. The catalyst class is: 108. (6) Reactant: [C:1]([C:3]1[C:4]([N:16]2[CH2:21][CH2:20][CH:19]([C:22]([OH:24])=O)[CH2:18][CH2:17]2)=[N:5][C:6]([CH3:15])=[C:7]([C:9]([O:11][CH:12]([CH3:14])[CH3:13])=[O:10])[CH:8]=1)#[N:2].CN(C(ON1N=NC2C=CC=CC1=2)=[N+](C)C)C.[B-](F)(F)(F)F.CCN(C(C)C)C(C)C.[CH:56]1([CH2:61][S:62]([NH2:65])(=[O:64])=[O:63])[CH2:60][CH2:59][CH2:58][CH2:57]1.C([O-])(O)=O.[Na+]. Product: [C:1]([C:3]1[C:4]([N:16]2[CH2:17][CH2:18][CH:19]([C:22]([NH:65][S:62]([CH2:61][CH:56]3[CH2:60][CH2:59][CH2:58][CH2:57]3)(=[O:64])=[O:63])=[O:24])[CH2:20][CH2:21]2)=[N:5][C:6]([CH3:15])=[C:7]([CH:8]=1)[C:9]([O:11][CH:12]([CH3:13])[CH3:14])=[O:10])#[N:2]. The catalyst class is: 2. (7) Reactant: [CH3:1][N:2]1[CH:6]=[C:5]([CH:7]=O)[CH:4]=[N:3]1.[CH2:9]([NH2:11])[CH3:10]. Product: [CH2:9]([NH:11][CH2:7][C:5]1[CH:4]=[N:3][N:2]([CH3:1])[CH:6]=1)[CH3:10]. The catalyst class is: 1.